This data is from Reaction yield outcomes from USPTO patents with 853,638 reactions. The task is: Predict the reaction yield, written as a fraction of the theoretical maximum amount of product (1.0 means a 100% yield; for example, 0.34 means a 34% yield). The reactants are [CH3:1][C:2]([C:4]1[CH:9]=[CH:8][C:7]([Cl:10])=[CH:6][CH:5]=1)=[O:3].[CH2:11](O)[CH2:12][CH2:13][OH:14].CO. The catalyst is C(Cl)Cl.C1C(=O)N(Br)C(=O)C1. The product is [Cl:10][C:7]1[CH:8]=[CH:9][C:4]([C:2]2([CH3:1])[O:14][CH2:13][CH2:12][CH2:11][O:3]2)=[CH:5][CH:6]=1. The yield is 0.520.